Dataset: Full USPTO retrosynthesis dataset with 1.9M reactions from patents (1976-2016). Task: Predict the reactants needed to synthesize the given product. (1) Given the product [F:10][C:11]1[CH:16]=[CH:15][C:14]([O:17][CH3:18])=[CH:13][C:12]=1[C:2]1[O:6][C:5]([CH3:7])=[C:4]([CH:8]=[O:9])[CH:3]=1, predict the reactants needed to synthesize it. The reactants are: Br[C:2]1[O:6][C:5]([CH3:7])=[C:4]([CH:8]=[O:9])[CH:3]=1.[F:10][C:11]1[CH:16]=[CH:15][C:14]([O:17][CH3:18])=[CH:13][C:12]=1B(O)O.C(=O)([O-])[O-].[Na+].[Na+].COCCOC. (2) Given the product [Cl:25][C:10]1[S:11][C:7]([C:1]2[CH:6]=[CH:5][CH:4]=[CH:3][CH:2]=2)=[C:27]([Cl:30])[C:9]=1[N:12]([S:18](=[O:21])(=[O:20])[NH2:19])[CH2:13][C:14]([O:16][CH3:17])=[O:15], predict the reactants needed to synthesize it. The reactants are: [C:1]1([C:7]2[S:11][CH:10]=[C:9]([N:12]([S:18](=[O:21])(=[O:20])[NH2:19])[CH2:13][C:14]([O:16][CH3:17])=[O:15])C=2)[CH:6]=[CH:5][CH:4]=[CH:3][CH:2]=1.S(Cl)([Cl:25])(=O)=O.[CH:27]([Cl:30])(Cl)Cl. (3) Given the product [Cl:1][C:2]1[C:15]([NH:16][C:17]2[NH:18][C:19]3[C:20]([N:33]=2)=[N:21][C:22]([O:28][CH2:29][CH:30]([F:32])[F:31])=[C:23]([C:25](=[O:27])[NH:39][CH2:38][CH:35]2[CH2:37][CH2:36]2)[CH:24]=3)=[C:14]([Cl:34])[CH:13]=[CH:12][C:3]=1[CH2:4][NH:5][C:6](=[O:11])[C:7]([CH3:10])([CH3:8])[CH3:9], predict the reactants needed to synthesize it. The reactants are: [Cl:1][C:2]1[C:15]([NH:16][C:17]2[NH:18][C:19]3[C:20]([N:33]=2)=[N:21][C:22]([O:28][CH2:29][CH:30]([F:32])[F:31])=[C:23]([C:25]([OH:27])=O)[CH:24]=3)=[C:14]([Cl:34])[CH:13]=[CH:12][C:3]=1[CH2:4][NH:5][C:6](=[O:11])[C:7]([CH3:10])([CH3:9])[CH3:8].[CH:35]1([CH2:38][NH2:39])[CH2:37][CH2:36]1.CN(C(ON1N=NC2C=CC=CC1=2)=[N+](C)C)C.[B-](F)(F)(F)F.